From a dataset of Retrosynthesis with 50K atom-mapped reactions and 10 reaction types from USPTO. Predict the reactants needed to synthesize the given product. (1) Given the product CCOc1cc(C=O)cc(CO)c1, predict the reactants needed to synthesize it. The reactants are: CCOc1cc(CO)cc(CO)c1. (2) The reactants are: CC(=O)Nc1cc(-c2cnc(Cl)c(S(=O)(=O)NC(C)(C)C)c2C)ccn1. Given the product CC(=O)Nc1cc(-c2cncc(S(=O)(=O)NC(C)(C)C)c2C)ccn1, predict the reactants needed to synthesize it. (3) Given the product OCc1cncn1-c1ccc(F)cc1, predict the reactants needed to synthesize it. The reactants are: CCOC(=O)c1cncn1-c1ccc(F)cc1. (4) Given the product NC(=O)C(NC1CCC(c2c[nH]c3ccccc23)CC1)C1CCN(C(=O)/C=C/c2ccccc2F)CC1, predict the reactants needed to synthesize it. The reactants are: NC(=O)C(NC1CCC(c2c[nH]c3ccccc23)CC1)C1CCNCC1.O=C(O)/C=C/c1ccccc1F. (5) Given the product Nc1cncc(-c2nccs2)c1, predict the reactants needed to synthesize it. The reactants are: Brc1nccs1.CC1(C)OB(c2cncc(N)c2)OC1(C)C. (6) Given the product CCc1cnc(OC2CCC(OS(C)(=O)=O)CC2)nc1, predict the reactants needed to synthesize it. The reactants are: CCc1cnc(OC2CCC(O)CC2)nc1.CS(=O)(=O)Cl. (7) Given the product NCC1(O)CCC2(CC1)OCCO2, predict the reactants needed to synthesize it. The reactants are: O=[N+]([O-])CC1(O)CCC2(CC1)OCCO2.